Dataset: HIV replication inhibition screening data with 41,000+ compounds from the AIDS Antiviral Screen. Task: Binary Classification. Given a drug SMILES string, predict its activity (active/inactive) in a high-throughput screening assay against a specified biological target. The drug is Cc1cccc(C)c1C1(Cl)C(=O)c2ccccc2C1=O. The result is 0 (inactive).